Dataset: Catalyst prediction with 721,799 reactions and 888 catalyst types from USPTO. Task: Predict which catalyst facilitates the given reaction. Reactant: [Br:1][C:2]1[CH:30]=[CH:29][C:5]([CH2:6][CH:7]2[C:11](=[O:12])[O:10][C@H:9]([C@@H:13]([NH:21][C:22](=[O:28])[O:23][C:24]([CH3:27])([CH3:26])[CH3:25])[CH2:14][C:15]3[CH:20]=[CH:19][CH:18]=[CH:17][CH:16]=3)[CH2:8]2)=[CH:4][CH:3]=1.[OH-:31].[Na+].Cl.N1C=CN=C1.[Si:39](Cl)([C:42]([CH3:45])([CH3:44])[CH3:43])([CH3:41])[CH3:40]. Product: [Br:1][C:2]1[CH:30]=[CH:29][C:5]([CH2:6][CH:7]([CH2:8][C@H:9]([O:31][Si:39]([C:42]([CH3:45])([CH3:44])[CH3:43])([CH3:41])[CH3:40])[C@@H:13]([NH:21][C:22]([O:23][C:24]([CH3:26])([CH3:25])[CH3:27])=[O:28])[CH2:14][C:15]2[CH:20]=[CH:19][CH:18]=[CH:17][CH:16]=2)[C:11]([OH:10])=[O:12])=[CH:4][CH:3]=1. The catalyst class is: 12.